From a dataset of Retrosynthesis with 50K atom-mapped reactions and 10 reaction types from USPTO. Predict the reactants needed to synthesize the given product. (1) Given the product CCCC(CS(=O)(=O)c1ccccc1)C(=O)O, predict the reactants needed to synthesize it. The reactants are: CCC/C(=C\S(=O)(=O)c1ccccc1)C(=O)O. (2) Given the product Cc1cc(C=O)sc1Br, predict the reactants needed to synthesize it. The reactants are: CCNCC.CN(C)C=O.Cc1ccsc1Br.